Dataset: M1 muscarinic receptor antagonist screen with 61,756 compounds. Task: Binary Classification. Given a drug SMILES string, predict its activity (active/inactive) in a high-throughput screening assay against a specified biological target. (1) The molecule is O=C1N(C(Nc2cc(ccc2)C(=O)C)c2ncccc12)Cc1occc1. The result is 0 (inactive). (2) The drug is Brc1ccc(c2nc(on2)c2c(OC)cccc2)cc1. The result is 0 (inactive). (3) The drug is s1c(NC(=O)CSc2n(c(nn2)Cc2nc(sc2)N)C)c(c(c1C)C)C(OCC)=O. The result is 0 (inactive). (4) The molecule is s1c(NC(=O)Nc2c(cccc2)C)ccc1. The result is 0 (inactive). (5) The drug is S(Cc1ccc(F)cc1)c1n(nnn1)c1ccc(cc1)C(=O)N. The result is 0 (inactive). (6) The compound is O1c2c(OC1)ccc(c2)C(=O)Nc1cc(OC)c(NC(=O)CCCC)cc1. The result is 0 (inactive). (7) The drug is Oc1c(C(C)(C)C)cc(cc1C(C)(C)C)C(O)c1n(ccn1)C. The result is 0 (inactive).